Predict which catalyst facilitates the given reaction. From a dataset of Catalyst prediction with 721,799 reactions and 888 catalyst types from USPTO. (1) Reactant: [CH2:1]([O:8][C:9]1[CH:10]=[C:11]([CH2:15][NH2:16])[CH:12]=[CH:13][CH:14]=1)[C:2]1[CH:7]=[CH:6][CH:5]=[CH:4][CH:3]=1.[CH2:17]([O:19][C:20](=[O:23])[CH2:21]Br)[CH3:18].C([O-])(O)=O.[Na+].C(N(CC)CC)C. Product: [CH2:17]([O:19][C:20](=[O:23])[CH2:21][NH:16][CH2:15][C:11]1[CH:12]=[CH:13][CH:14]=[C:9]([O:8][CH2:1][C:2]2[CH:3]=[CH:4][CH:5]=[CH:6][CH:7]=2)[CH:10]=1)[CH3:18]. The catalyst class is: 10. (2) Reactant: Br[C:2]1[CH:7]=[CH:6][C:5]([N+:8]([O-:10])=[O:9])=[CH:4][C:3]=1[CH2:11][CH2:12][O:13][CH3:14].C([O-])([O-])=O.[Cs+].[Cs+].[CH2:21]([SH:28])[C:22]1[CH:27]=[CH:26][CH:25]=[CH:24][CH:23]=1.O. Product: [CH2:21]([S:28][C:2]1[CH:7]=[CH:6][C:5]([N+:8]([O-:10])=[O:9])=[CH:4][C:3]=1[CH2:11][CH2:12][O:13][CH3:14])[C:22]1[CH:27]=[CH:26][CH:25]=[CH:24][CH:23]=1. The catalyst class is: 3. (3) Reactant: [C:1]([Si:5]([C:62]1[CH:67]=[CH:66][CH:65]=[CH:64][CH:63]=1)([C:56]1[CH:61]=[CH:60][CH:59]=[CH:58][CH:57]=1)[O:6][CH:7]1[C:11]([C:25]([C:38]2[CH:43]=[CH:42][CH:41]=[CH:40][CH:39]=2)([C:32]2[CH:37]=[CH:36][CH:35]=[CH:34][CH:33]=2)[O:26][SiH2:27][C:28]([CH3:31])([CH3:30])[CH3:29])([C:12]([O:14][N:15]2C(=O)C3C(=CC=CC=3)[CH2:16]2)=O)[O:10][CH:9]([N:44]2[CH:49]=[CH:48][C:47](=[O:50])[NH:46][C:45]2=[O:51])[CH:8]1[O:52]C(=O)C)([CH3:4])([CH3:3])[CH3:2].CNN.CO.C=O. Product: [C:1]([Si:5]([C:56]1[CH:57]=[CH:58][CH:59]=[CH:60][CH:61]=1)([C:62]1[CH:67]=[CH:66][CH:65]=[CH:64][CH:63]=1)[O:6][CH:7]1[C:11]([C:25]([C:32]2[CH:37]=[CH:36][CH:35]=[CH:34][CH:33]=2)([C:38]2[CH:43]=[CH:42][CH:41]=[CH:40][CH:39]=2)[O:26][SiH2:27][C:28]([CH3:31])([CH3:30])[CH3:29])([CH2:12][O:14][N:15]=[CH2:16])[O:10][CH:9]([N:44]2[CH:49]=[CH:48][C:47](=[O:50])[NH:46][C:45]2=[O:51])[CH:8]1[OH:52])([CH3:2])([CH3:3])[CH3:4]. The catalyst class is: 4. (4) Reactant: C1COCC1.CC(O)=O.O.C(#[N:13])C.CN(C)S([N:19]1[CH:23]=[C:22]([C:24]2[CH:32]=[CH:31][C:27]3[O:28][CH2:29][O:30][C:26]=3[CH:25]=2)[C:21]([C:33]2[CH:38]=[CH:37][N:36]=[C:35]([C:39]([F:42])([F:41])[F:40])[N:34]=2)=[N:20]1)(=O)=O. Product: [C:27]([C:31]#[N:13])([CH3:26])=[O:28].[O:28]1[C:27]2[CH:31]=[CH:32][C:24]([C:22]3[C:21]([C:33]4[CH:38]=[CH:37][N:36]=[C:35]([C:39]([F:42])([F:41])[F:40])[N:34]=4)=[N:20][NH:19][CH:23]=3)=[CH:25][C:26]=2[O:30][CH2:29]1. The catalyst class is: 779. (5) Reactant: [CH3:1][NH:2][CH3:3].[CH3:4][O:5][C:6]1[CH:20]=[CH:19][C:9]([CH2:10][N:11]2[CH2:16][CH2:15][CH:14]([CH:17]=O)[CH2:13][CH2:12]2)=[CH:8][CH:7]=1.[C-:21]#[N:22].[K+].Cl. Product: [CH3:1][N:2]([CH3:3])[CH:17]([CH:14]1[CH2:15][CH2:16][N:11]([CH2:10][C:9]2[CH:19]=[CH:20][C:6]([O:5][CH3:4])=[CH:7][CH:8]=2)[CH2:12][CH2:13]1)[C:21]#[N:22]. The catalyst class is: 72. (6) Reactant: [CH2:1]([O:3][C:4]1[CH:10]=[CH:9][C:7]([NH2:8])=[CH:6][CH:5]=1)[CH3:2].C(N(CC)CC)C.[C:18](OC(=O)C)(=[O:20])[CH3:19].Cl. Product: [CH2:1]([O:3][C:4]1[CH:10]=[CH:9][C:7]([NH:8][C:18](=[O:20])[CH3:19])=[CH:6][CH:5]=1)[CH3:2]. The catalyst class is: 4. (7) Reactant: [Mg].Br[C:3]1[CH:8]=[CH:7][C:6]([Br:9])=[CH:5][CH:4]=1.[C:10]1([P:16](Cl)([C:18]2[CH:23]=[CH:22][CH:21]=[CH:20][CH:19]=2)=[O:17])[CH:15]=[CH:14][CH:13]=[CH:12][CH:11]=1.Cl. Product: [Br:9][C:6]1[CH:7]=[CH:8][C:3]([P:16](=[O:17])([C:18]2[CH:19]=[CH:20][CH:21]=[CH:22][CH:23]=2)[C:10]2[CH:15]=[CH:14][CH:13]=[CH:12][CH:11]=2)=[CH:4][CH:5]=1. The catalyst class is: 1.